From a dataset of Forward reaction prediction with 1.9M reactions from USPTO patents (1976-2016). Predict the product of the given reaction. (1) Given the reactants [CH2:1]([C:4]1[C:5]([Cl:23])=[C:6]2[CH:12]=[CH:11][N:10]([S:13]([C:16]3[CH:22]=[CH:21][C:19]([CH3:20])=[CH:18][CH:17]=3)(=[O:15])=[O:14])[C:7]2=[N:8][CH:9]=1)[CH:2]=C.[O:24]1CCOCC1, predict the reaction product. The product is: [Cl:23][C:5]1[C:4]([CH2:1][CH:2]=[O:24])=[CH:9][N:8]=[C:7]2[N:10]([S:13]([C:16]3[CH:22]=[CH:21][C:19]([CH3:20])=[CH:18][CH:17]=3)(=[O:15])=[O:14])[CH:11]=[CH:12][C:6]=12. (2) The product is: [Cl:1][C:2]1[CH:3]=[CH:4][C:5]([S:8]([CH:11]([C:20]2[CH:25]=[C:24]([F:26])[CH:23]=[CH:22][C:21]=2[F:27])[CH2:12][CH2:13][N:14]([CH3:31])[C:15](=[O:19])[O:16][CH2:17][CH3:18])(=[O:10])=[O:9])=[CH:6][CH:7]=1. Given the reactants [Cl:1][C:2]1[CH:7]=[CH:6][C:5]([S:8]([CH:11]([C:20]2[CH:25]=[C:24]([F:26])[CH:23]=[CH:22][C:21]=2[F:27])[CH2:12][CH2:13][NH:14][C:15](=[O:19])[O:16][CH2:17][CH3:18])(=[O:10])=[O:9])=[CH:4][CH:3]=1.[H-].[Na+].I[CH3:31].O, predict the reaction product. (3) Given the reactants [OH:1][C:2]1[CH:7]=[CH:6][C:5]([CH2:8][CH2:9][C:10]([OH:12])=[O:11])=[CH:4][C:3]=1[O:13][CH3:14].C([O-])([O-])=O.[K+].[K+].[CH2:21](Br)[C:22]1[CH:27]=[CH:26][CH:25]=[CH:24][CH:23]=1.C(Cl)Cl, predict the reaction product. The product is: [CH2:21]([O:11][C:10](=[O:12])[CH2:9][CH2:8][C:5]1[CH:6]=[CH:7][C:2]([O:1][CH2:8][C:5]2[CH:6]=[CH:7][CH:2]=[CH:3][CH:4]=2)=[C:3]([O:13][CH3:14])[CH:4]=1)[C:22]1[CH:27]=[CH:26][CH:25]=[CH:24][CH:23]=1. (4) The product is: [CH:1]1([N:7]2[CH2:13][C@:12]([F:16])([CH:14]=[CH2:15])[C:11](=[O:17])[N:10]([CH3:18])[C:9]3[CH:19]=[N:20][C:21]([NH:23][C:24]4[CH:32]=[CH:31][C:27]([C:28]([NH:59][CH:60]5[CH2:65][CH2:64][N:63]([CH2:66][CH3:67])[CH2:62][CH2:61]5)=[O:29])=[CH:26][C:25]=4[O:33][CH3:34])=[N:22][C:8]2=3)[CH2:5][CH2:4][CH2:3][CH2:2]1. Given the reactants [CH:1]1([N:7]2[CH2:13][C@:12]([F:16])([CH:14]=[CH2:15])[C:11](=[O:17])[N:10]([CH3:18])[C:9]3[CH:19]=[N:20][C:21]([NH:23][C:24]4[CH:32]=[CH:31][C:27]([C:28](O)=[O:29])=[CH:26][C:25]=4[O:33][CH3:34])=[N:22][C:8]2=3)C[CH2:5][CH2:4][CH2:3][CH2:2]1.CN(C(ON1N=NC2C=CC=NC1=2)=[N+](C)C)C.F[P-](F)(F)(F)(F)F.[NH2:59][CH:60]1[CH2:65][CH2:64][N:63]([CH2:66][CH3:67])[CH2:62][CH2:61]1, predict the reaction product. (5) Given the reactants [NH2:1][C@H:2]([C:5]([OH:7])=[O:6])[CH2:3][SH:4].C(=O)([O-])[O-].[Na+].[Na+].Cl[CH2:15][CH2:16][O:17][C:18](=[O:23])[NH:19][CH2:20][CH2:21]Br.[N-:24]=[N+:25]=[N-:26].[Na+], predict the reaction product. The product is: [NH2:1][C@H:2]([CH2:3][S:4][CH2:21][CH2:20][NH:19][C:18]([O:17][CH2:16][CH2:15][N:24]=[N+:25]=[N-:26])=[O:23])[C:5]([OH:7])=[O:6]. (6) Given the reactants C[O:2][C:3](=[O:21])[C@@H:4]([NH:13][C:14]([O:16][C:17]([CH3:20])([CH3:19])[CH3:18])=[O:15])[CH2:5][C:6]1[CH:11]=[CH:10][C:9]([OH:12])=[CH:8][CH:7]=1.C([O-])([O-])=O.[K+].[K+].[CH:28]([C:31]1[N:35]=[C:34]([N:36]2[CH2:41][CH2:40][CH:39]([CH2:42][CH2:43][CH2:44]OS(C)(=O)=O)[CH2:38][CH2:37]2)[O:33][N:32]=1)([CH3:30])[CH3:29], predict the reaction product. The product is: [C:17]([O:16][C:14]([NH:13][C@@H:4]([CH2:5][C:6]1[CH:11]=[CH:10][C:9]([O:12][CH2:44][CH2:43][CH2:42][CH:39]2[CH2:40][CH2:41][N:36]([C:34]3[O:33][N:32]=[C:31]([CH:28]([CH3:29])[CH3:30])[N:35]=3)[CH2:37][CH2:38]2)=[CH:8][CH:7]=1)[C:3]([OH:2])=[O:21])=[O:15])([CH3:20])([CH3:19])[CH3:18].